The task is: Predict which catalyst facilitates the given reaction.. This data is from Catalyst prediction with 721,799 reactions and 888 catalyst types from USPTO. (1) Reactant: C[O:2][C:3](=O)[CH:4]=[CH:5][CH:6]=[CH:7][CH2:8][S:9]([C:11]1[CH:16]=[CH:15][C:14]([Cl:17])=[CH:13][CH:12]=1)=[O:10].[NH2:19][OH:20].[OH-].[K+].CO. Product: [OH:20][NH:19][C:3](=[O:2])[CH:4]=[CH:5][CH:6]=[CH:7][CH2:8][S:9]([C:11]1[CH:16]=[CH:15][C:14]([Cl:17])=[CH:13][CH:12]=1)=[O:10]. The catalyst class is: 1. (2) Reactant: [C:1]1([C:7](Cl)([C:14]2[CH:19]=[CH:18][CH:17]=[CH:16][CH:15]=2)[C:8]2[CH:13]=[CH:12][CH:11]=[CH:10][CH:9]=2)[CH:6]=[CH:5][CH:4]=[CH:3][CH:2]=1.[F:21][C:22]([F:34])([F:33])[C:23]1[C:27]([C:28]([O:30][CH2:31][CH3:32])=[O:29])=[CH:26][NH:25][N:24]=1.C(N(CC)CC)C. Product: [CH2:31]([O:30][C:28]([C:27]1[C:23]([C:22]([F:33])([F:34])[F:21])=[N:24][N:25]([C:7]([C:14]2[CH:19]=[CH:18][CH:17]=[CH:16][CH:15]=2)([C:8]2[CH:13]=[CH:12][CH:11]=[CH:10][CH:9]=2)[C:1]2[CH:6]=[CH:5][CH:4]=[CH:3][CH:2]=2)[CH:26]=1)=[O:29])[CH3:32]. The catalyst class is: 9. (3) Reactant: [OH:1][B:2]1[C:6]2[CH:7]=[C:8]([NH:11][S:12]([C:15]3[C:20]([CH3:21])=[CH:19][C:18]([NH:22]C(=O)C)=[CH:17][C:16]=3[CH3:26])(=[O:14])=[O:13])[CH:9]=[CH:10][C:5]=2[CH2:4][O:3]1.Cl. Product: [NH2:22][C:18]1[CH:17]=[C:16]([CH3:26])[C:15]([S:12]([NH:11][C:8]2[CH:9]=[CH:10][C:5]3[CH2:4][O:3][B:2]([OH:1])[C:6]=3[CH:7]=2)(=[O:13])=[O:14])=[C:20]([CH3:21])[CH:19]=1. The catalyst class is: 52. (4) Reactant: Cl[C:2]1[N:7]=[CH:6][C:5]([CH2:8][CH3:9])=[CH:4][N:3]=1.[NH2:10][CH:11]1[CH2:16][CH2:15][N:14]([C:17]([O:19][CH2:20][CH3:21])=[O:18])[CH2:13][CH2:12]1.C(N(CC)CC)C.O. Product: [CH2:20]([O:19][C:17]([N:14]1[CH2:13][CH2:12][CH:11]([NH:10][C:2]2[N:7]=[CH:6][C:5]([CH2:8][CH3:9])=[CH:4][N:3]=2)[CH2:16][CH2:15]1)=[O:18])[CH3:21]. The catalyst class is: 196. (5) Reactant: [NH2:1][C:2]1[CH:17]=[CH:16][C:5]2[CH2:6][CH2:7][CH2:8][C:9](=[O:15])[N:10]([CH2:11][CH2:12][O:13][CH3:14])[C:4]=2[CH:3]=1.Cl[C:19]1[N:24]=[C:23]([NH:25][C:26]2[C:35]([F:36])=[CH:34][CH:33]=[CH:32][C:27]=2[C:28]([NH:30][CH3:31])=[O:29])[C:22]([Cl:37])=[CH:21][N:20]=1.C12(CS(O)(=O)=O)C(C)(C)C(CC1)CC2=O. Product: [Cl:37][C:22]1[C:23]([NH:25][C:26]2[C:35]([F:36])=[CH:34][CH:33]=[CH:32][C:27]=2[C:28]([NH:30][CH3:31])=[O:29])=[N:24][C:19]([NH:1][C:2]2[CH:17]=[CH:16][C:5]3[CH2:6][CH2:7][CH2:8][C:9](=[O:15])[N:10]([CH2:11][CH2:12][O:13][CH3:14])[C:4]=3[CH:3]=2)=[N:20][CH:21]=1. The catalyst class is: 32. (6) Reactant: [CH2:1]([NH2:3])[CH3:2].[Cl:4][C:5]1[CH:10]=[CH:9][C:8]([NH:11][C:12](=[O:34])[CH2:13][N:14]2[CH:18]=[C:17]([O:19][C:20]3[C:29]4[C:24](=[CH:25][C:26]([O:32][CH3:33])=[C:27]([O:30][CH3:31])[CH:28]=4)[N:23]=[CH:22][N:21]=3)[CH:16]=[N:15]2)=[CH:7][C:6]=1[CH:35]=O.C(O[BH-](OC(=O)C)OC(=O)C)(=O)C.[Na+].C(OC)(OC)OC. Product: [Cl:4][C:5]1[CH:10]=[CH:9][C:8]([NH:11][C:12](=[O:34])[CH2:13][N:14]2[CH:18]=[C:17]([O:19][C:20]3[C:29]4[C:24](=[CH:25][C:26]([O:32][CH3:33])=[C:27]([O:30][CH3:31])[CH:28]=4)[N:23]=[CH:22][N:21]=3)[CH:16]=[N:15]2)=[CH:7][C:6]=1[CH2:35][NH:3][CH2:1][CH3:2]. The catalyst class is: 61.